This data is from Full USPTO retrosynthesis dataset with 1.9M reactions from patents (1976-2016). The task is: Predict the reactants needed to synthesize the given product. (1) The reactants are: [N:1]1([CH:7]2[CH2:12][CH2:11][NH:10][CH2:9][CH2:8]2)[CH2:6][CH2:5][CH2:4][CH2:3][CH2:2]1.[CH3:13][CH:14]1[CH2:23][C:22]2[N:21]=[N:20][C:19]([C:24]3[CH:29]=[CH:28][CH:27]=[C:26]([C:30]([F:33])([F:32])[F:31])[CH:25]=3)=[CH:18][C:17]=2[CH:16]([O:34][C:35](OC2C=CC=CC=2)=[O:36])[CH2:15]1.C(OCC)(=O)C. Given the product [CH3:13][CH:14]1[CH2:23][C:22]2[N:21]=[N:20][C:19]([C:24]3[CH:29]=[CH:28][CH:27]=[C:26]([C:30]([F:33])([F:31])[F:32])[CH:25]=3)=[CH:18][C:17]=2[CH:16]([O:34][C:35]([N:10]2[CH2:11][CH2:12][CH:7]([N:1]3[CH2:6][CH2:5][CH2:4][CH2:3][CH2:2]3)[CH2:8][CH2:9]2)=[O:36])[CH2:15]1, predict the reactants needed to synthesize it. (2) Given the product [Br:8][C:9]1[CH:14]=[CH:13][C:12]([NH:15][C:16]2[C:17]([C:27]([NH:29][O:30][CH2:31][CH2:32][O:33][C:34](=[O:40])[CH:35]([NH2:39])[CH:36]([CH3:38])[CH3:37])=[O:28])=[CH:18][C:19]3[N:23]([CH3:24])[CH:22]=[N:21][C:20]=3[C:25]=2[F:26])=[C:11]([Cl:41])[CH:10]=1, predict the reactants needed to synthesize it. The reactants are: FC(F)(F)C(O)=O.[Br:8][C:9]1[CH:14]=[CH:13][C:12]([NH:15][C:16]2[C:17]([C:27]([NH:29][O:30][CH2:31][CH2:32][O:33][C:34](=[O:40])[CH:35]([NH2:39])[CH:36]([CH3:38])[CH3:37])=[O:28])=[CH:18][C:19]3[N:23]([CH3:24])[CH:22]=[N:21][C:20]=3[C:25]=2[F:26])=[C:11]([Cl:41])[CH:10]=1.C([O-])(O)=O.[Na+].O. (3) Given the product [Br:1][C:2]1[CH:3]=[CH:4][CH:5]=[C:6]2[C:11]=1[N:10]=[CH:9][CH:8]=[C:7]2[C:12]1[CH2:36][C:35]([C:33]2[CH:32]=[C:31]([Cl:41])[CH:30]=[C:29]([Cl:28])[CH:34]=2)([C:37]([F:38])([F:40])[F:39])[O:14][N:13]=1, predict the reactants needed to synthesize it. The reactants are: [Br:1][C:2]1[CH:3]=[CH:4][CH:5]=[C:6]2[C:11]=1[N:10]=[CH:9][CH:8]=[C:7]2[CH:12]=[N:13][OH:14].ClN1C(=O)CCC1=O.C(=O)(O)[O-].[K+].[Cl:28][C:29]1[CH:34]=[C:33]([C:35]([C:37]([F:40])([F:39])[F:38])=[CH2:36])[CH:32]=[C:31]([Cl:41])[CH:30]=1. (4) Given the product [CH3:20][N:21]([CH3:25])[CH2:22][CH2:23][NH:24][C:6]([C:8]1[N:9]=[C:10]([Cl:19])[C:11]2[C:16]([C:17]=1[OH:18])=[CH:15][CH:14]=[CH:13][CH:12]=2)=[O:7], predict the reactants needed to synthesize it. The reactants are: C(O[C:6]([C:8]1[N:9]=[C:10]([Cl:19])[C:11]2[C:16]([C:17]=1[OH:18])=[CH:15][CH:14]=[CH:13][CH:12]=2)=[O:7])CCC.[CH3:20][N:21]([CH3:25])[CH2:22][CH2:23][NH2:24].